From a dataset of Forward reaction prediction with 1.9M reactions from USPTO patents (1976-2016). Predict the product of the given reaction. (1) The product is: [C:5]([C:4]1[CH:7]=[C:8]([CH3:36])[C:9]([C:10]#[C:11][CH2:12][C:13]([OH:35])([C:31]([F:33])([F:34])[F:32])[CH2:14][C:15]([C:18]2[C:26]3[O:25][CH2:24][CH2:23][C:22]=3[CH:21]=[C:20]([S:27]([CH3:30])(=[O:29])=[O:28])[CH:19]=2)([CH3:17])[CH3:16])=[C:2]([NH:1][C:39](=[O:40])[C:38]([F:49])([F:48])[F:37])[CH:3]=1)#[N:6]. Given the reactants [NH2:1][C:2]1[CH:3]=[C:4]([CH:7]=[C:8]([CH3:36])[C:9]=1[C:10]#[C:11][CH2:12][C:13]([OH:35])([C:31]([F:34])([F:33])[F:32])[CH2:14][C:15]([C:18]1[C:26]2[O:25][CH2:24][CH2:23][C:22]=2[CH:21]=[C:20]([S:27]([CH3:30])(=[O:29])=[O:28])[CH:19]=1)([CH3:17])[CH3:16])[C:5]#[N:6].[F:37][C:38]([F:49])([F:48])[C:39](O[C:39](=[O:40])[C:38]([F:49])([F:48])[F:37])=[O:40], predict the reaction product. (2) Given the reactants [C:1]([N:8]1[CH2:13][CH2:12][CH2:11][C@@H:10]([OH:14])[CH2:9]1)([O:3][C:4]([CH3:7])([CH3:6])[CH3:5])=[O:2].[S:15]1C=C[CH:17]=[C:16]1CC(O)=O.C1(P(C2C=CC=CC=2)C2C=CC=CC=2)C=CC=CC=1, predict the reaction product. The product is: [C:1]([N:8]1[CH2:13][CH2:12][CH2:11][C@H:10]([O:14][C:16](=[S:15])[CH3:17])[CH2:9]1)([O:3][C:4]([CH3:7])([CH3:6])[CH3:5])=[O:2]. (3) Given the reactants I[C:2]1[CH:7]=[CH:6][N:5]=[C:4]([N:8]2[C:16]3[C:11](=[CH:12][C:13]([CH2:17][N:18]([CH3:24])[C:19](=[O:23])[CH2:20][CH2:21][CH3:22])=[CH:14][CH:15]=3)[C:10]([C:25]([NH2:27])=[O:26])=[N:9]2)[CH:3]=1.[C:28]([C@:30]1([OH:37])[CH2:34][CH2:33][N:32]([CH3:35])[C:31]1=[O:36])#[CH:29], predict the reaction product. The product is: [OH:37][C@@:30]1([C:28]#[C:29][C:2]2[CH:7]=[CH:6][N:5]=[C:4]([N:8]3[C:16]4[C:11](=[CH:12][C:13]([CH2:17][N:18]([CH3:24])[C:19](=[O:23])[CH2:20][CH2:21][CH3:22])=[CH:14][CH:15]=4)[C:10]([C:25]([NH2:27])=[O:26])=[N:9]3)[CH:3]=2)[CH2:34][CH2:33][N:32]([CH3:35])[C:31]1=[O:36].